This data is from Forward reaction prediction with 1.9M reactions from USPTO patents (1976-2016). The task is: Predict the product of the given reaction. Given the reactants [F-].C([N+](CCCC)(CCCC)CCCC)CCC.[Si]([O:26][CH2:27][C:28]1[C:29]2[N:30]([N:37]=[C:38]([C:40]([F:43])([F:42])[F:41])[CH:39]=2)[C:31]([CH2:34][O:35][CH3:36])=[CH:32][CH:33]=1)(C(C)(C)C)(C)C.O, predict the reaction product. The product is: [OH:26][CH2:27][C:28]1[C:29]2[N:30]([N:37]=[C:38]([C:40]([F:43])([F:42])[F:41])[CH:39]=2)[C:31]([CH2:34][O:35][CH3:36])=[CH:32][CH:33]=1.